This data is from Retrosynthesis with 50K atom-mapped reactions and 10 reaction types from USPTO. The task is: Predict the reactants needed to synthesize the given product. (1) Given the product C[C@H](O)C(=O)N1CCC(O)(c2cc3nc(-c4cnc(N)nc4)nc(N4CCOCC4)c3s2)CC1, predict the reactants needed to synthesize it. The reactants are: CC(O)C(=O)O.Nc1ncc(-c2nc(N3CCOCC3)c3sc(C4(O)CCNCC4)cc3n2)cn1. (2) Given the product CC(=O)c1ccc(-c2cc(C(=O)O)c3ccccc3n2)s1, predict the reactants needed to synthesize it. The reactants are: CC(=O)c1ccc(B(O)O)s1.O=C(O)c1cc(Cl)nc2ccccc12.